Dataset: Retrosynthesis with 50K atom-mapped reactions and 10 reaction types from USPTO. Task: Predict the reactants needed to synthesize the given product. (1) Given the product CN(C)/C=N/C1=NC2(CO1)c1cc(O)ccc1C[C@]1(C)CCOCC21, predict the reactants needed to synthesize it. The reactants are: CN(C)C=O.C[C@@]12CCOCC1C1(COC(N)=N1)c1cc(O)ccc1C2. (2) Given the product CC(C)(C)OC(=O)N[C@H]1C[C@H](CN)C1, predict the reactants needed to synthesize it. The reactants are: CC(C)(C)OC(=O)N[C@H]1C[C@H](CN=[N+]=[N-])C1. (3) Given the product Nc1cc(F)ccc1NC(=O)CCCCCCCNC(=O)c1ccc(C=NN=C2C(=O)Nc3ccc(F)cc32)cc1, predict the reactants needed to synthesize it. The reactants are: Nc1ccc(F)cc1N.O=C(O)CCCCCCCNC(=O)c1ccc(C=NN=C2C(=O)Nc3ccc(F)cc32)cc1. (4) Given the product Cn1cnc(-c2cc(C#N)ccn2)c1-c1ccc(Cl)c(OCc2ccccc2)c1, predict the reactants needed to synthesize it. The reactants are: Cn1cnc(-c2cc(C#N)ccn2)c1Br.OB(O)c1ccc(Cl)c(OCc2ccccc2)c1. (5) Given the product COc1ccc(CNc2cnn(C(C)C)c(=O)c2)c(OC)c1, predict the reactants needed to synthesize it. The reactants are: COc1ccc(CNc2cnn(C(C)C)c(=O)c2Cl)c(OC)c1. (6) Given the product Cc1cc(C(=O)Nc2cccc(C(=O)c3ccc4c(c3)NC(=O)C4=CNc3cccc(O)c3)c2)n(C(C)(C)C)n1, predict the reactants needed to synthesize it. The reactants are: Cc1cc(C(=O)Nc2cccc(C(=O)c3ccc4c(c3)NC(=O)C4=CO)c2)n(C(C)(C)C)n1.Nc1cccc(O)c1. (7) Given the product COc1cc2c(-c3cc4c(CNC5CC5)ccnc4n3S(=O)(=O)c3ccc(C)cc3)cn(C)c2cc1OC, predict the reactants needed to synthesize it. The reactants are: COc1cc2c(-c3cc4c(C=O)ccnc4n3S(=O)(=O)c3ccc(C)cc3)cn(C)c2cc1OC.NC1CC1.